Dataset: CYP2C19 inhibition data for predicting drug metabolism from PubChem BioAssay. Task: Regression/Classification. Given a drug SMILES string, predict its absorption, distribution, metabolism, or excretion properties. Task type varies by dataset: regression for continuous measurements (e.g., permeability, clearance, half-life) or binary classification for categorical outcomes (e.g., BBB penetration, CYP inhibition). Dataset: cyp2c19_veith. (1) The drug is Cc1noc(C)c1C(=O)N1CCC[C@@]2(CCN(C(c3ccccc3)c3ccccc3)C2)C1. The result is 0 (non-inhibitor). (2) The drug is CCn1c2ccccc2c2cc(NC(=O)C/C(C)=N/NC(=O)c3ccccc3N)ccc21. The result is 1 (inhibitor).